This data is from Reaction yield outcomes from USPTO patents with 853,638 reactions. The task is: Predict the reaction yield, written as a fraction of the theoretical maximum amount of product (1.0 means a 100% yield; for example, 0.34 means a 34% yield). (1) The reactants are C(N1C[C@H](O)C[C@H]1C(O)=O)(OC(C)(C)C)=O.C(O[Na])(C)(C)C.Cl[C:24]1[C:33](C(F)(F)C=C)=[N:32][C:31]2[C:26](=[CH:27][CH:28]=[CH:29][CH:30]=2)[N:25]=1.[Si](C=[N+]=[N-])(C)(C)C. The catalyst is CN(C=O)C.C1COCC1.C(Cl)Cl.CO. The product is [N:25]1[C:26]2[C:31](=[CH:30][CH:29]=[CH:28][CH:27]=2)[N:32]=[CH:33][CH:24]=1. The yield is 0.820. (2) The reactants are [CH3:1][O:2][C:3]([C:5]1[C:14]2[C:9](=[CH:10][CH:11]=[CH:12][CH:13]=2)[C:8]([CH3:15])=[CH:7][CH:6]=1)=[O:4].[Br:16]NC(=O)CCC(N)=O.CCOC(C)=O. The catalyst is C(Cl)(Cl)(Cl)Cl.CCCCCC.CC(N=NC(C#N)(C)C)(C#N)C. The product is [CH3:1][O:2][C:3]([C:5]1[C:14]2[C:9](=[CH:10][CH:11]=[CH:12][CH:13]=2)[C:8]([CH2:15][Br:16])=[CH:7][CH:6]=1)=[O:4]. The yield is 0.694. (3) The reactants are [CH3:1][N:2]([C:6]1[CH:11]=[CH:10][C:9]([C:12]2[N:16]=[CH:15][N:14]([C:17]3[CH:22]=[CH:21][C:20]([O:23][C:24]([F:27])([F:26])[F:25])=[CH:19][CH:18]=3)[N:13]=2)=[CH:8][CH:7]=1)[C:3]([NH2:5])=[S:4].C(N(CC)CC)C.[C:35](Cl)(=[O:39])[C:36](Cl)=[O:37]. The catalyst is CCOC(C)=O. The product is [CH3:1][N:2]([C:6]1[CH:11]=[CH:10][C:9]([C:12]2[N:16]=[CH:15][N:14]([C:17]3[CH:22]=[CH:21][C:20]([O:23][C:24]([F:27])([F:25])[F:26])=[CH:19][CH:18]=3)[N:13]=2)=[CH:8][CH:7]=1)[C:3]1[S:4][C:35](=[O:39])[C:36](=[O:37])[N:5]=1. The yield is 0.920. (4) The reactants are [Cl:1][C:2]1[CH:3]=[C:4]([N:9]([CH2:22][CH2:23][CH2:24][N:25]2[CH2:30][CH2:29][CH:28]([CH2:31][C:32]3[CH:37]=[CH:36][C:35]([C:38](=O)[CH:39]([CH3:41])[CH3:40])=[CH:34][CH:33]=3)[CH2:27][CH2:26]2)[C:10]([CH:12]2[CH2:17][CH2:16][N:15]([S:18]([CH3:21])(=[O:20])=[O:19])[CH2:14][CH2:13]2)=[O:11])[CH:5]=[CH:6][C:7]=1[Cl:8].C([SiH](CC)CC)C. The catalyst is FC(F)(F)C(O)=O. The product is [Cl:1][C:2]1[CH:3]=[C:4]([N:9]([CH2:22][CH2:23][CH2:24][N:25]2[CH2:30][CH2:29][CH:28]([CH2:31][C:32]3[CH:37]=[CH:36][C:35]([CH2:38][CH:39]([CH3:41])[CH3:40])=[CH:34][CH:33]=3)[CH2:27][CH2:26]2)[C:10]([CH:12]2[CH2:17][CH2:16][N:15]([S:18]([CH3:21])(=[O:20])=[O:19])[CH2:14][CH2:13]2)=[O:11])[CH:5]=[CH:6][C:7]=1[Cl:8]. The yield is 0.760.